This data is from Catalyst prediction with 721,799 reactions and 888 catalyst types from USPTO. The task is: Predict which catalyst facilitates the given reaction. (1) Reactant: [CH3:1][N:2]1[CH2:6][CH2:5][NH:4][C:3]1=[O:7].[H-].[Na+].[Br:10][C:11]1[CH:12]=[CH:13][C:14](F)=[N:15][CH:16]=1. Product: [Br:10][C:11]1[CH:12]=[CH:13][C:14]([N:4]2[CH2:5][CH2:6][N:2]([CH3:1])[C:3]2=[O:7])=[N:15][CH:16]=1. The catalyst class is: 9. (2) The catalyst class is: 80. Reactant: [NH2:1][C:2]1[CH:9]=[CH:8][CH:7]=[C:6](/[CH:10]=[CH:11]/[CH3:12])[C:3]=1[C:4]#[N:5].[S:13](Cl)(=[O:16])(=[O:15])[NH2:14]. Product: [S:13]([NH:1][C:2]1[CH:9]=[CH:8][CH:7]=[C:6](/[CH:10]=[CH:11]/[CH3:12])[C:3]=1[C:4]#[N:5])(=[O:16])(=[O:15])[NH2:14]. (3) Reactant: Cl[C:2]1[C:11]2[C:6](=[CH:7][CH:8]=[C:9]([F:12])[CH:10]=2)[C:5]([O:13][CH:14]2[CH2:16][CH2:15]2)=[CH:4][N:3]=1.[F-:17].[Cs+]. Product: [F:17][C:2]1[C:11]2[C:6](=[CH:7][CH:8]=[C:9]([F:12])[CH:10]=2)[C:5]([O:13][CH:14]2[CH2:16][CH2:15]2)=[CH:4][N:3]=1. The catalyst class is: 58. (4) Reactant: [CH3:1][O:2][CH2:3][CH2:4][OH:5].[H-].[Na+].[Cl:8][C:9]1[S:13][C:12]([S:14]([NH:17][C:18]2[C:23](Br)=[N:22][C:21]([Br:25])=[CH:20][N:19]=2)(=[O:16])=[O:15])=[CH:11][CH:10]=1.C(O)(=O)CC(CC(O)=O)(C(O)=O)O. Product: [Cl:8][C:9]1[S:13][C:12]([S:14]([NH:17][C:18]2[C:23]([O:5][CH2:4][CH2:3][O:2][CH3:1])=[N:22][C:21]([Br:25])=[CH:20][N:19]=2)(=[O:16])=[O:15])=[CH:11][CH:10]=1. The catalyst class is: 843. (5) Reactant: C(=O)([O-])[O-].[Cs+].[Cs+].Br[C:8]1[CH:23]=[CH:22][C:11]2[N:12]([CH2:17][C:18]([CH3:21])([CH3:20])[CH3:19])[C:13](=[O:16])[N:14]([CH3:15])[C:10]=2[CH:9]=1.[OH:24][C:25]1[CH:26]=[C:27](B(O)O)[CH:28]=[CH:29][CH:30]=1. Product: [CH3:19][C:18]([CH3:21])([CH3:20])[CH2:17][N:12]1[C:11]2[CH:22]=[CH:23][C:8]([C:29]3[CH:28]=[CH:27][CH:26]=[C:25]([OH:24])[CH:30]=3)=[CH:9][C:10]=2[N:14]([CH3:15])[C:13]1=[O:16]. The catalyst class is: 90. (6) Reactant: CC(C[AlH]C[CH:7]([CH3:9])[CH3:8])C.[Li+:10].[CH3:11][CH:12]([N-:14][CH:15]([CH3:17])[CH3:16])[CH3:13]. Product: [Li:10][CH2:11][CH2:9][CH2:7][CH3:8].[CH:12]([NH:14][CH:15]([CH3:17])[CH3:16])([CH3:13])[CH3:11]. The catalyst class is: 1. (7) Reactant: Cl.[NH2:2][OH:3].[OH-].[K+].[N:6]1[CH:11]=[CH:10][CH:9]=[C:8]([CH2:12][O:13][C:14]([NH:16][C:17]2[S:18][CH:19]=[C:20]([CH2:22][C:23]([O-:25])=O)[N:21]=2)=[O:15])[CH:7]=1.O. Product: [N:6]1[CH:11]=[CH:10][CH:9]=[C:8]([CH2:12][O:13][C:14](=[O:15])[NH:16][C:17]2[S:18][CH:19]=[C:20]([CH2:22][C:23]([NH:2][OH:3])=[O:25])[N:21]=2)[CH:7]=1. The catalyst class is: 467. (8) Reactant: [ClH:1].[C:2]([N:6]1[CH2:10][C@@H:9]([C:11]2[CH:16]=[CH:15][C:14]([F:17])=[CH:13][C:12]=2[F:18])[C@H:8]([C:19](O)=[O:20])[CH2:7]1)([CH3:5])([CH3:4])[CH3:3].[Cl-].[CH:23]1([C:29]2([CH2:37][S:38][CH3:39])[CH2:35][CH:34]3[NH2+:36][CH:31]([CH2:32][CH2:33]3)[CH2:30]2)[CH2:28][CH2:27][CH2:26][CH2:25][CH2:24]1.Cl.CN(C)CCCN=C=NCC.ON1C2N=CC=CC=2N=N1.C(N(C(C)C)CC)(C)C.Cl. Product: [Cl-:1].[C:2]([NH+:6]1[CH2:10][C@@H:9]([C:11]2[CH:16]=[CH:15][C:14]([F:17])=[CH:13][C:12]=2[F:18])[C@@H:8]([C:19]([N:36]2[CH:34]3[CH2:33][CH2:32][CH:31]2[CH2:30][C:29]([CH:23]2[CH2:24][CH2:25][CH2:26][CH2:27][CH2:28]2)([CH2:37][S:38][CH3:39])[CH2:35]3)=[O:20])[CH2:7]1)([CH3:4])([CH3:3])[CH3:5]. The catalyst class is: 363. (9) Reactant: C[O:2][C:3](=[O:32])[CH2:4][C@H:5]1[C:9]2[CH:10]=[CH:11][C:12]([O:14][C@H:15]3[C:23]4[C:18](=[C:19]([C:25]5[C:26](F)=[N:27][CH:28]=[CH:29][CH:30]=5)[CH:20]=[CH:21][C:22]=4[F:24])[CH2:17][CH2:16]3)=[CH:13][C:8]=2[O:7][CH2:6]1.[NH:33]1[CH2:38][CH2:37][O:36][CH2:35][CH2:34]1.[OH-].[Na+].Cl. Product: [F:24][C:22]1[CH:21]=[CH:20][C:19]([C:25]2[C:26]([N:33]3[CH2:38][CH2:37][O:36][CH2:35][CH2:34]3)=[N:27][CH:28]=[CH:29][CH:30]=2)=[C:18]2[C:23]=1[C@H:15]([O:14][C:12]1[CH:11]=[CH:10][C:9]3[C@H:5]([CH2:4][C:3]([OH:32])=[O:2])[CH2:6][O:7][C:8]=3[CH:13]=1)[CH2:16][CH2:17]2. The catalyst class is: 60.